This data is from Reaction yield outcomes from USPTO patents with 853,638 reactions. The task is: Predict the reaction yield, written as a fraction of the theoretical maximum amount of product (1.0 means a 100% yield; for example, 0.34 means a 34% yield). (1) The product is [C:1]([O:4][CH2:5][C:6]1[C:7]([N:16]2[CH2:17][CH2:18][C:19]3[N:27]4[C:22]([CH2:23][CH2:24][CH2:25][CH2:26]4)=[CH:21][C:20]=3[C:15]2=[O:28])=[CH:8][C:9]([F:13])=[CH:10][C:11]=1[Br:12])(=[O:3])[CH3:2]. The catalyst is C1C=CC(/C=C/C(/C=C/C2C=CC=CC=2)=O)=CC=1.C1C=CC(/C=C/C(/C=C/C2C=CC=CC=2)=O)=CC=1.C1C=CC(/C=C/C(/C=C/C2C=CC=CC=2)=O)=CC=1.[Pd].[Pd].O1CCOCC1. The reactants are [C:1]([O:4][CH2:5][C:6]1[C:11]([Br:12])=[CH:10][C:9]([F:13])=[CH:8][C:7]=1Br)(=[O:3])[CH3:2].[C:15]1(=[O:28])[C:20]2[CH:21]=[C:22]3[N:27]([C:19]=2[CH2:18][CH2:17][NH:16]1)[CH2:26][CH2:25][CH2:24][CH2:23]3.C(=O)([O-])[O-].[Cs+].[Cs+].CC1(C)C2C(=C(P(C3C=CC=CC=3)C3C=CC=CC=3)C=CC=2)OC2C(P(C3C=CC=CC=3)C3C=CC=CC=3)=CC=CC1=2. The yield is 0.460. (2) The reactants are [CH:1]([O:4][C:5]1[C:13]([CH3:14])=[CH:12][CH:11]=[CH:10][C:6]=1[C:7]([OH:9])=O)([CH3:3])[CH3:2].[CH2:15]([O:17][C:18]([C:20]1([NH2:30])[CH2:29][C:23]2=[C:24]([CH3:28])[S:25][C:26]([CH3:27])=[C:22]2[CH2:21]1)=[O:19])[CH3:16].CN(C(ON1N=NC2C=CC=NC1=2)=[N+](C)C)C.F[P-](F)(F)(F)(F)F.CCN(C(C)C)C(C)C. The catalyst is CN(C=O)C. The product is [CH2:15]([O:17][C:18]([C:20]1([NH:30][C:7](=[O:9])[C:6]2[CH:10]=[CH:11][CH:12]=[C:13]([CH3:14])[C:5]=2[O:4][CH:1]([CH3:2])[CH3:3])[CH2:21][C:22]2=[C:26]([CH3:27])[S:25][C:24]([CH3:28])=[C:23]2[CH2:29]1)=[O:19])[CH3:16]. The yield is 0.950. (3) The reactants are Br[C:2]1[N:7]=[C:6]2[N:8]([CH2:12][C:13]([N:15]3[CH2:20][CH2:19][O:18][CH2:17][CH2:16]3)=[O:14])[C:9](=[O:11])[NH:10][C:5]2=[N:4][CH:3]=1.F[C:22](F)(F)[C:23]([O-])=O.BrC1[N:34]=[C:33]2[N:35](CC(O)=O)[C:36](=O)[NH:37]C2=NC=1.C(N1[CH:54]=[CH:53]N=C1)(N1C=CN=C1)=O.N1CCO[CH2:57][CH2:56]1. The yield is 0.890. The product is [N:37]1[N:34]=[C:33]([C:23]2[CH:22]=[CH:54][C:53]([C:2]3[N:7]=[C:6]4[N:8]([CH2:12][C:13]([N:15]5[CH2:20][CH2:19][O:18][CH2:17][CH2:16]5)=[O:14])[C:9](=[O:11])[NH:10][C:5]4=[N:4][CH:3]=3)=[CH:57][CH:56]=2)[NH:35][CH:36]=1. The catalyst is CN(C=O)C.C(Cl)Cl. (4) The reactants are [Br:1][CH2:2][C:3]1[C:8]([C:9]2[C:10]([CH3:17])=[N:11][C:12]([O:15][CH3:16])=[CH:13][CH:14]=2)=[CH:7][CH:6]=[CH:5][C:4]=1[N:18]1[N:27]=[CH:26][C:25]2[C:20](=[C:21]([F:32])[CH:22]=[C:23]([C:28]([CH3:31])([CH3:30])[CH3:29])[CH:24]=2)[C:19]1=[O:33].[Br:34]N1C(=O)CCC1=O. The catalyst is C(Cl)(Cl)(Cl)Cl.CC(N=NC(C#N)(C)C)(C#N)C. The product is [Br:1][CH2:2][C:3]1[C:8]([C:9]2[C:10]([CH2:17][Br:34])=[N:11][C:12]([O:15][CH3:16])=[CH:13][CH:14]=2)=[CH:7][CH:6]=[CH:5][C:4]=1[N:18]1[N:27]=[CH:26][C:25]2[C:20](=[C:21]([F:32])[CH:22]=[C:23]([C:28]([CH3:30])([CH3:29])[CH3:31])[CH:24]=2)[C:19]1=[O:33]. The yield is 0.756.